This data is from Forward reaction prediction with 1.9M reactions from USPTO patents (1976-2016). The task is: Predict the product of the given reaction. (1) Given the reactants [C:1]([C:5]1[CH:18]=[CH:17][CH:16]=[CH:15][C:6]=1[O:7][C:8]1[C:13](I)=[CH:12][CH:11]=[CH:10][N:9]=1)([CH3:4])([CH3:3])[CH3:2].[Li]CCCC.CCCCC.[B:29](OC(C)C)([O:34]C(C)C)[O:30]C(C)C.[Li+].[OH-], predict the reaction product. The product is: [C:1]([C:5]1[CH:18]=[CH:17][CH:16]=[CH:15][C:6]=1[O:7][C:8]1[C:13]([B:29]([OH:34])[OH:30])=[CH:12][CH:11]=[CH:10][N:9]=1)([CH3:4])([CH3:3])[CH3:2]. (2) Given the reactants [CH3:1][CH:2]([NH2:4])[CH3:3].[C:5]1([C:25]2[CH:30]=[CH:29][CH:28]=[CH:27][CH:26]=2)[CH:10]=[CH:9][CH:8]=[CH:7][C:6]=1[CH2:11][C:12]1[N:13]([CH3:24])[C:14](=[O:23])[C:15]([OH:22])=[C:16]([C:18](OC)=[O:19])[N:17]=1, predict the reaction product. The product is: [CH:2]([NH:4][C:18]([C:16]1[N:17]=[C:12]([CH2:11][C:6]2[CH:7]=[CH:8][CH:9]=[CH:10][C:5]=2[C:25]2[CH:30]=[CH:29][CH:28]=[CH:27][CH:26]=2)[N:13]([CH3:24])[C:14](=[O:23])[C:15]=1[OH:22])=[O:19])([CH3:3])[CH3:1]. (3) Given the reactants [Cl:1][C:2]1[CH:7]=[C:6]2[NH:8][C:9](=[O:32])[C:10]3([CH:15]([C:16]4[CH:21]=[CH:20][CH:19]=[C:18]([Cl:22])[CH:17]=4)[CH2:14][C:13](=O)[NH:12][CH:11]3[C:24]3[CH:29]=[CH:28][CH:27]=[C:26]([CH3:30])[C:25]=3[CH3:31])[C:5]2=[CH:4][CH:3]=1.[BH4-].[Na+], predict the reaction product. The product is: [Cl:1][C:2]1[CH:7]=[C:6]2[NH:8][C:9](=[O:32])[C:10]3([CH:15]([C:16]4[CH:21]=[CH:20][CH:19]=[C:18]([Cl:22])[CH:17]=4)[CH2:14][CH2:13][NH:12][CH:11]3[C:24]3[CH:29]=[CH:28][CH:27]=[C:26]([CH3:30])[C:25]=3[CH3:31])[C:5]2=[CH:4][CH:3]=1. (4) Given the reactants C([O:3][C:4]([C:6]1[C:15](=[O:16])[C:14]2[C:9](=[CH:10][C:11]([O:26][CH3:27])=[C:12]([CH2:17][C:18]3[CH:23]=[CH:22][CH:21]=[C:20]([Cl:24])[C:19]=3[F:25])[CH:13]=2)[N:8]([C@H:28]([C:32](C)(C)[O:33][SiH2]C(C)(C)C)[CH:29]([CH3:31])[CH3:30])[CH:7]=1)=[O:5])C.C(O)(C)C.[OH-].[Na+], predict the reaction product. The product is: [Cl:24][C:20]1[C:19]([F:25])=[C:18]([CH:23]=[CH:22][CH:21]=1)[CH2:17][C:12]1[CH:13]=[C:14]2[C:9](=[CH:10][C:11]=1[O:26][CH3:27])[N:8]([C@H:28]([CH2:32][OH:33])[CH:29]([CH3:31])[CH3:30])[CH:7]=[C:6]([C:4]([OH:5])=[O:3])[C:15]2=[O:16]. (5) The product is: [F:21][C:22]([F:33])([F:32])[C:23]([NH:1][CH2:2][CH2:3][O:4][CH2:5][CH2:6][O:7][CH2:8][CH2:9][O:10][CH2:11][CH2:12][OH:13])=[O:24]. Given the reactants [NH2:1][CH2:2][CH2:3][O:4][CH2:5][CH2:6][O:7][CH2:8][CH2:9][O:10][CH2:11][CH2:12][OH:13].C(N(CC)CC)C.[F:21][C:22]([F:33])([F:32])[C:23](O[C:23](=[O:24])[C:22]([F:33])([F:32])[F:21])=[O:24], predict the reaction product. (6) Given the reactants C[O:2][C:3]([C:5]1[N:6](S(C)(=O)=O)[CH:7]=[C:8]([C:10](=[N:20][NH2:21])[NH:11][C:12]2[CH:17]=[CH:16][CH:15]=[C:14]([F:18])[C:13]=2[F:19])[CH:9]=1)=[O:4].[CH:26](OCC)(OCC)OCC.C([O-])(O)=O.[Na+], predict the reaction product. The product is: [F:19][C:13]1[C:14]([F:18])=[CH:15][CH:16]=[CH:17][C:12]=1[N:11]1[CH:26]=[N:21][N:20]=[C:10]1[C:8]1[CH:9]=[C:5]([C:3]([OH:2])=[O:4])[NH:6][CH:7]=1. (7) Given the reactants [Cl:1][C:2]1[CH:3]=[C:4]([N:22]([CH2:39][CH3:40])[CH:23]2[CH2:28][CH2:27][N:26]([CH2:29][CH2:30][C:31]3[CH:36]=[CH:35][CH:34]=[C:33]([O:37][CH3:38])[CH:32]=3)[CH2:25][CH2:24]2)[C:5]([CH3:21])=[C:6]([CH:20]=1)[C:7]([NH:9][CH2:10][C:11]1[C:12]([O:18]C)=[N:13][N:14]([CH3:17])[C:15]=1[CH3:16])=[O:8].C(=O)(O)[O-].[Na+], predict the reaction product. The product is: [Cl:1][C:2]1[CH:3]=[C:4]([N:22]([CH2:39][CH3:40])[CH:23]2[CH2:24][CH2:25][N:26]([CH2:29][CH2:30][C:31]3[CH:36]=[CH:35][CH:34]=[C:33]([O:37][CH3:38])[CH:32]=3)[CH2:27][CH2:28]2)[C:5]([CH3:21])=[C:6]([CH:20]=1)[C:7]([NH:9][CH2:10][C:11]1[C:12](=[O:18])[NH:13][N:14]([CH3:17])[C:15]=1[CH3:16])=[O:8]. (8) Given the reactants [OH-].[Na+].[CH3:3][C:4]([CH2:6][C:7]([O:9][CH3:10])=[O:8])=[O:5].[C:11]1([CH2:17][C:18](Cl)=[O:19])[CH:16]=[CH:15][CH:14]=[CH:13][CH:12]=1, predict the reaction product. The product is: [CH3:10][O:9][C:7](=[O:8])[CH:6]([C:4](=[O:5])[CH3:3])[C:18](=[O:19])[CH2:17][C:11]1[CH:16]=[CH:15][CH:14]=[CH:13][CH:12]=1.